Regression. Given two drug SMILES strings and cell line genomic features, predict the synergy score measuring deviation from expected non-interaction effect. From a dataset of NCI-60 drug combinations with 297,098 pairs across 59 cell lines. (1) Drug 1: CC12CCC3C(C1CCC2=O)CC(=C)C4=CC(=O)C=CC34C. Drug 2: CC1=CC=C(C=C1)C2=CC(=NN2C3=CC=C(C=C3)S(=O)(=O)N)C(F)(F)F. Cell line: RPMI-8226. Synergy scores: CSS=64.1, Synergy_ZIP=0.702, Synergy_Bliss=-1.00, Synergy_Loewe=-1.24, Synergy_HSA=-1.93. (2) Drug 1: CCN(CC)CCCC(C)NC1=C2C=C(C=CC2=NC3=C1C=CC(=C3)Cl)OC. Drug 2: C1CN(CCN1C(=O)CCBr)C(=O)CCBr. Cell line: UO-31. Synergy scores: CSS=38.1, Synergy_ZIP=-8.02, Synergy_Bliss=1.50, Synergy_Loewe=-23.9, Synergy_HSA=4.60.